Dataset: Forward reaction prediction with 1.9M reactions from USPTO patents (1976-2016). Task: Predict the product of the given reaction. (1) Given the reactants [CH3:1][O:2][C:3]([C:5]1[C:10](Br)=[C:9]([NH2:12])[CH:8]=[C:7]([Cl:13])[N:6]=1)=[O:4].[CH2:14]([Sn](CCCC)(CCCC)C=C)[CH2:15]CC, predict the reaction product. The product is: [CH3:1][O:2][C:3]([C:5]1[C:10]([CH:14]=[CH2:15])=[C:9]([NH2:12])[CH:8]=[C:7]([Cl:13])[N:6]=1)=[O:4]. (2) Given the reactants Cl.C[O:3][C:4]1[CH:9]=[C:8]([CH2:10][CH2:11][NH2:12])[CH:7]=[CH:6][N:5]=1.[BrH:13], predict the reaction product. The product is: [BrH:13].[NH2:12][CH2:11][CH2:10][C:8]1[CH:7]=[CH:6][NH:5][C:4](=[O:3])[CH:9]=1.